Dataset: Forward reaction prediction with 1.9M reactions from USPTO patents (1976-2016). Task: Predict the product of the given reaction. (1) Given the reactants [CH3:1][CH:2]([CH3:6])[C:3](=O)[CH3:4].BrBr.[CH3:9][CH:10]([CH3:17])[CH2:11][CH2:12][NH:13][C:14]([NH2:16])=[S:15].C([O-])(=O)C.[Na+], predict the reaction product. The product is: [CH:2]([C:3]1[N:16]=[C:14]([NH:13][CH2:12][CH2:11][CH:10]([CH3:17])[CH3:9])[S:15][CH:4]=1)([CH3:6])[CH3:1]. (2) Given the reactants [Cl:1][C:2]1[CH:7]=[CH:6][CH:5]=[C:4]([Cl:8])[C:3]=1[C:9]1[C:13]([CH2:14][O:15][C:16]2[CH:21]=[CH:20][C:19]([C:22]3[CH:31]=[C:30]4[C:25]([C:26]([C:32]([O:34]C)=[O:33])=[CH:27][CH:28]=[N:29]4)=[CH:24][CH:23]=3)=[CH:18][CH:17]=2)=[C:12]([CH:36]([CH3:38])[CH3:37])[O:11][N:10]=1.CCO.O.[OH-].[Na+], predict the reaction product. The product is: [Cl:8][C:4]1[CH:5]=[CH:6][CH:7]=[C:2]([Cl:1])[C:3]=1[C:9]1[C:13]([CH2:14][O:15][C:16]2[CH:21]=[CH:20][C:19]([C:22]3[CH:31]=[C:30]4[C:25]([C:26]([C:32]([OH:34])=[O:33])=[CH:27][CH:28]=[N:29]4)=[CH:24][CH:23]=3)=[CH:18][CH:17]=2)=[C:12]([CH:36]([CH3:38])[CH3:37])[O:11][N:10]=1. (3) Given the reactants C[O:2][C:3]([C:5]12[CH:12]3[CH:7]4[C:8]5([C:13](=O)[NH:14][C:15]6[C:16](=[O:29])[N:17]([CH2:26][CH2:27][CH3:28])[C:18](=[O:25])[N:19]([CH2:22][CH2:23][CH3:24])[C:20]=6[NH2:21])[CH:11]3[CH:10]1[CH:9]5[CH:6]24)=[O:4].[OH-].[Na+], predict the reaction product. The product is: [O:25]=[C:18]1[N:19]([CH2:22][CH2:23][CH3:24])[C:20]2[N:21]=[C:13]([C:8]34[CH:11]5[CH:10]6[CH:9]3[CH:6]3[CH:7]4[CH:12]5[C:5]36[C:3]([OH:2])=[O:4])[NH:14][C:15]=2[C:16](=[O:29])[N:17]1[CH2:26][CH2:27][CH3:28]. (4) Given the reactants [CH:1]1([C:4]2[C:9]([C:10]3[CH:15]=[CH:14][C:13]([F:16])=[CH:12][CH:11]=3)=[C:8](I)[C:7]([O:18][CH2:19][CH3:20])=[C:6]([CH:21]3[O:25]CCO3)[CH:5]=2)[CH2:3][CH2:2]1.[CH3:26][N:27](C=O)C, predict the reaction product. The product is: [CH:1]1([C:4]2[CH:5]=[C:6]([CH:21]=[O:25])[C:7]([O:18][CH2:19][CH3:20])=[C:8]([C:26]#[N:27])[C:9]=2[C:10]2[CH:15]=[CH:14][C:13]([F:16])=[CH:12][CH:11]=2)[CH2:3][CH2:2]1. (5) Given the reactants [CH3:1][O:2][C:3](=[O:14])[CH2:4][C:5]1[CH:10]=[C:9](Br)[CH:8]=[CH:7][C:6]=1[O:12][CH3:13].C1(P(C2CCCCC2)C2C=CC=CC=2C2C(OC)=CC=CC=2OC)CCCCC1.P([O-])([O-])([O-])=O.[K+].[K+].[K+].[CH2:52]([C:54]([OH:86])([CH2:84][CH3:85])/[CH:55]=[CH:56]/[C:57]1[CH:62]=[CH:61][C:60]([C:63]([CH2:81][CH3:82])([C:66]2[CH:71]=[CH:70][C:69](B3OC(C)(C)C(C)(C)O3)=[CH:68][CH:67]=2)[CH2:64][CH3:65])=[CH:59][C:58]=1[CH3:83])[CH3:53].C(=O)(O)[O-].[Na+], predict the reaction product. The product is: [CH3:1][O:2][C:3](=[O:14])[CH2:4][C:5]1[CH:10]=[C:9]([C:69]2[CH:68]=[CH:67][C:66]([C:63]([CH2:81][CH3:82])([C:60]3[CH:61]=[CH:62][C:57](/[CH:56]=[CH:55]/[C:54]([CH2:84][CH3:85])([OH:86])[CH2:52][CH3:53])=[C:58]([CH3:83])[CH:59]=3)[CH2:64][CH3:65])=[CH:71][CH:70]=2)[CH:8]=[CH:7][C:6]=1[O:12][CH3:13]. (6) Given the reactants [F:1][C@@:2]1([CH2:15][OH:16])[CH2:7][CH2:6][CH2:5][N:4]([C:8]([O:10][C:11]([CH3:14])([CH3:13])[CH3:12])=[O:9])[CH2:3]1.[H-].[Na+].Cl[C:20]1[N:29]=[C:28]([Cl:30])[CH:27]=[C:26]2[C:21]=1[CH:22]=[CH:23][CH:24]=[N:25]2, predict the reaction product. The product is: [Cl:30][C:28]1[CH:27]=[C:26]2[C:21]([CH:22]=[CH:23][CH:24]=[N:25]2)=[C:20]([O:16][CH2:15][C@:2]2([F:1])[CH2:7][CH2:6][CH2:5][N:4]([C:8]([O:10][C:11]([CH3:12])([CH3:13])[CH3:14])=[O:9])[CH2:3]2)[N:29]=1. (7) The product is: [N:35]1[CH:36]=[CH:37][C:32]([C:2]2[CH:3]=[CH:4][C:5]([C:8]3([C:11]([N:13]4[CH2:17][CH2:16][C:15]5([C:21]6[CH:22]=[CH:23][CH:24]=[CH:25][C:20]=6[C:19](=[O:26])[O:18]5)[CH2:14]4)=[O:12])[CH2:10][CH2:9]3)=[CH:6][CH:7]=2)=[CH:33][CH:34]=1. Given the reactants Br[C:2]1[CH:7]=[CH:6][C:5]([C:8]2([C:11]([N:13]3[CH2:17][CH2:16][C@@:15]4([C:21]5[CH:22]=[CH:23][CH:24]=[CH:25][C:20]=5[C:19](=[O:26])[O:18]4)[CH2:14]3)=[O:12])[CH2:10][CH2:9]2)=[CH:4][CH:3]=1.C([Sn](CCCC)(CCCC)[C:32]1[CH:37]=[CH:36][N:35]=[CH:34][CH:33]=1)CCC.C(P(C(C)(C)C)C(C)(C)C)(C)(C)C.[F-].[K+], predict the reaction product.